From a dataset of Full USPTO retrosynthesis dataset with 1.9M reactions from patents (1976-2016). Predict the reactants needed to synthesize the given product. (1) Given the product [Br:42][C:43]1[CH:51]=[C:50]2[C:46]([C:47](=[O:53])[C:48](=[O:52])[N:49]2[CH2:2][CH2:3][CH2:4][CH:5]([CH2:24][CH2:25][CH2:26][CH2:27][CH2:28][CH2:29][CH2:30][CH2:31][CH2:32][CH2:33][CH2:34][CH2:35][CH2:36][CH2:37][CH2:38][CH2:39][CH2:40][CH3:41])[CH2:6][CH2:7][CH2:8][CH2:9][CH2:10][CH2:11][CH2:12][CH2:13][CH2:14][CH2:15][CH2:16][CH2:17][CH2:18][CH2:19][CH2:20][CH2:21][CH2:22][CH3:23])=[CH:45][CH:44]=1, predict the reactants needed to synthesize it. The reactants are: I[CH2:2][CH2:3][CH2:4][CH:5]([CH2:24][CH2:25][CH2:26][CH2:27][CH2:28][CH2:29][CH2:30][CH2:31][CH2:32][CH2:33][CH2:34][CH2:35][CH2:36][CH2:37][CH2:38][CH2:39][CH2:40][CH3:41])[CH2:6][CH2:7][CH2:8][CH2:9][CH2:10][CH2:11][CH2:12][CH2:13][CH2:14][CH2:15][CH2:16][CH2:17][CH2:18][CH2:19][CH2:20][CH2:21][CH2:22][CH3:23].[Br:42][C:43]1[CH:51]=[C:50]2[C:46]([C:47](=[O:53])[C:48](=[O:52])[NH:49]2)=[CH:45][CH:44]=1.C([O-])([O-])=O.[K+].[K+]. (2) Given the product [CH2:1]([O:3][C:4]([C:6]1[C:7]2[CH:15]=[N:14][N:13]([CH:17]3[CH2:18][CH2:19][CH2:20][CH2:21][O:16]3)[C:8]=2[N:9]=[C:10]([Cl:12])[CH:11]=1)=[O:5])[CH3:2], predict the reactants needed to synthesize it. The reactants are: [CH2:1]([O:3][C:4]([C:6]1[C:7]2[CH:15]=[N:14][NH:13][C:8]=2[N:9]=[C:10]([Cl:12])[CH:11]=1)=[O:5])[CH3:2].[O:16]1[CH:21]=[CH:20][CH2:19][CH2:18][CH2:17]1.O.C1(C)C=CC(S(O)(=O)=O)=CC=1.O.